This data is from Catalyst prediction with 721,799 reactions and 888 catalyst types from USPTO. The task is: Predict which catalyst facilitates the given reaction. (1) Reactant: [F:1][C:2]1[CH:7]=[CH:6][C:5]([C:8]2[NH:17][C:11]3=[N:12][CH:13]=[C:14]([NH2:16])[CH:15]=[C:10]3[CH:9]=2)=[CH:4][CH:3]=1.[CH3:18][C:19]1[NH:23][N:22]=[C:21]([CH:24]=O)[CH:20]=1.FC(F)(F)C(O)=O.C([SiH](CC)CC)C. Product: [F:1][C:2]1[CH:3]=[CH:4][C:5]([C:8]2[NH:17][C:11]3=[N:12][CH:13]=[C:14]([NH:16][CH2:24][C:21]4[CH:20]=[C:19]([CH3:18])[NH:23][N:22]=4)[CH:15]=[C:10]3[CH:9]=2)=[CH:6][CH:7]=1. The catalyst class is: 10. (2) Reactant: [N:1]1[CH:6]=[CH:5][CH:4]=[CH:3][C:2]=1[O:7][CH2:8][C:9]1[CH:31]=[CH:30][C:12]([CH2:13][C:14]2[CH:18]=[C:17]([C:19]3[C:20]([NH:25][P:26](=[O:29])([OH:28])[OH:27])=[N:21][CH:22]=[CH:23][CH:24]=3)[O:16][N:15]=2)=[CH:11][CH:10]=1.CO.O.[OH-].[Li+:36]. Product: [N:1]1[CH:6]=[CH:5][CH:4]=[CH:3][C:2]=1[O:7][CH2:8][C:9]1[CH:31]=[CH:30][C:12]([CH2:13][C:14]2[CH:18]=[C:17]([C:19]3[C:20]([NH:25][P:26]([O-:28])([O-:29])=[O:27])=[N:21][CH:22]=[CH:23][CH:24]=3)[O:16][N:15]=2)=[CH:11][CH:10]=1.[Li+:36].[Li+:36]. The catalyst class is: 6. (3) Reactant: [CH2:1]([O:3][C:4]([C:6]1[O:10][C:9]([CH2:11][CH2:12][N:13]2C(=O)C3=CC=CC=C3C2=O)=[C:8]([C:24]([O:26][CH3:27])=[O:25])[CH:7]=1)=[O:5])[CH3:2].O.NN. Product: [NH2:13][CH2:12][CH2:11][C:9]1[O:10][C:6]([C:4]([O:3][CH2:1][CH3:2])=[O:5])=[CH:7][C:8]=1[C:24]([O:26][CH3:27])=[O:25]. The catalyst class is: 8. (4) Reactant: [CH2:1]([OH:49])[C:2]([F:48])([O:7][C:8]([F:47])([F:46])[C:9]([F:45])([O:14][C:15]([F:44])([F:43])[C:16]([F:42])([O:21][C:22]([F:41])([F:40])[C:23]([F:39])([O:28][C:29]([F:38])([F:37])[C:30]([F:36])([F:35])[C:31]([F:34])([F:33])[F:32])[C:24]([F:27])([F:26])[F:25])[C:17]([F:20])([F:19])[F:18])[C:10]([F:13])([F:12])[F:11])[C:3]([F:6])([F:5])[F:4].[CH2:50]([OH:61])[CH2:51][O:52][CH2:53][CH2:54][O:55][CH2:56][CH2:57][O:58][CH2:59][CH3:60].CCl.[F:64][C:65]([F:78])([F:77])[S:66](O[S:66]([C:65]([F:78])([F:77])[F:64])(=[O:68])=[O:67])(=[O:68])=[O:67].O.Cl. Product: [CH2:1]([OH:49])[C:2]([F:48])([O:7][C:8]([F:46])([F:47])[C:9]([F:45])([O:14][C:15]([F:43])([F:44])[C:16]([F:42])([O:21][C:22]([F:40])([F:41])[C:23]([F:39])([O:28][C:29]([F:37])([F:38])[C:30]([F:36])([F:35])[C:31]([F:34])([F:32])[F:33])[C:24]([F:27])([F:26])[F:25])[C:17]([F:20])([F:19])[F:18])[C:10]([F:13])([F:12])[F:11])[C:3]([F:6])([F:5])[F:4].[F:64][C:65]([F:78])([F:77])[S:66]([O:61][CH2:50][CH2:51][O:52][CH2:53][CH2:54][O:55][CH2:56][CH2:57][O:58][CH2:59][CH3:60])(=[O:68])=[O:67]. The catalyst class is: 66. (5) Reactant: [OH:1][CH2:2][CH2:3][C:4]1[CH:9]=[CH:8][CH:7]=[CH:6][CH:5]=1.[H-].[Na+].CS(O[CH2:17][C:18]1[CH:23]=[CH:22][CH:21]=[C:20]([CH2:24][CH2:25][O:26][CH:27]2[CH2:32][CH2:31][CH2:30][CH2:29][O:28]2)[CH:19]=1)(=O)=O. Product: [C:4]1([CH2:3][CH2:2][O:1][CH2:17][C:18]2[CH:19]=[C:20]([CH2:24][CH2:25][O:26][CH:27]3[CH2:32][CH2:31][CH2:30][CH2:29][O:28]3)[CH:21]=[CH:22][CH:23]=2)[CH:9]=[CH:8][CH:7]=[CH:6][CH:5]=1. The catalyst class is: 3. (6) The catalyst class is: 20. Reactant: [CH3:1][O:2][C:3]1([C:9]([OH:11])=O)[CH2:8][CH2:7][CH2:6][CH2:5][CH2:4]1.CN(C(ON1N=NC2C=CC=NC1=2)=[N+](C)C)C.F[P-](F)(F)(F)(F)F.CCN(C(C)C)C(C)C.Cl.[CH2:46]([O:53][C:54](=[O:73])[NH:55][CH2:56][CH2:57][CH2:58][CH2:59][C@H:60]([NH2:72])[C:61]([C:63]1[S:64][C:65]2[CH:71]=[CH:70][CH:69]=[CH:68][C:66]=2[N:67]=1)=[O:62])[C:47]1[CH:52]=[CH:51][CH:50]=[CH:49][CH:48]=1. Product: [CH2:46]([O:53][C:54](=[O:73])[NH:55][CH2:56][CH2:57][CH2:58][CH2:59][C@H:60]([NH:72][C:9]([C:3]1([O:2][CH3:1])[CH2:4][CH2:5][CH2:6][CH2:7][CH2:8]1)=[O:11])[C:61]([C:63]1[S:64][C:65]2[CH:71]=[CH:70][CH:69]=[CH:68][C:66]=2[N:67]=1)=[O:62])[C:47]1[CH:52]=[CH:51][CH:50]=[CH:49][CH:48]=1. (7) Reactant: [CH3:1][O:2][C:3]1[CH:21]=[CH:20][C:6]([CH2:7][NH:8][C@@H:9]([C:14]2[CH:19]=[CH:18][CH:17]=[CH:16][CH:15]=2)[C:10]([O:12][CH3:13])=[O:11])=[CH:5][CH:4]=1.[CH3:22][O:23][C:24]1[CH:31]=[CH:30][C:27]([CH:28]=O)=[CH:26][CH:25]=1.CC(O)=O.C(O[BH-](OC(=O)C)OC(=O)C)(=O)C.[Na+]. Product: [CH3:1][O:2][C:3]1[CH:4]=[CH:5][C:6]([CH2:7][N:8]([CH2:28][C:27]2[CH:30]=[CH:31][C:24]([O:23][CH3:22])=[CH:25][CH:26]=2)[C@@H:9]([C:14]2[CH:15]=[CH:16][CH:17]=[CH:18][CH:19]=2)[C:10]([O:12][CH3:13])=[O:11])=[CH:20][CH:21]=1. The catalyst class is: 68.